This data is from Forward reaction prediction with 1.9M reactions from USPTO patents (1976-2016). The task is: Predict the product of the given reaction. (1) Given the reactants [N:1]12[CH2:8][CH2:7][C:4]([C:9]([C:17]3[CH:22]=[CH:21][CH:20]=[CH:19][CH:18]=3)([C:11]3[CH:16]=[CH:15][CH:14]=[CH:13][CH:12]=3)[OH:10])([CH2:5][CH2:6]1)[CH2:3][CH2:2]2.[Br:23][CH2:24][CH3:25], predict the reaction product. The product is: [Br-:23].[CH2:24]([N+:1]12[CH2:6][CH2:5][C:4]([C:9]([OH:10])([C:17]3[CH:22]=[CH:21][CH:20]=[CH:19][CH:18]=3)[C:11]3[CH:12]=[CH:13][CH:14]=[CH:15][CH:16]=3)([CH2:3][CH2:2]1)[CH2:7][CH2:8]2)[CH3:25]. (2) Given the reactants C(O[C:4]([C:6]1[C:7]2[S:14][CH:13]=[C:12]([CH2:15][O:16][C:17]3[CH:22]=[CH:21][CH:20]=[C:19]([NH:23][C:24](=[O:32])[C:25]4[CH:30]=[CH:29][CH:28]=[C:27]([Cl:31])[CH:26]=4)[CH:18]=3)[C:8]=2[CH:9]=[N:10][CH:11]=1)=[O:5])C.[CH2:33]([CH2:35][NH2:36])[OH:34], predict the reaction product. The product is: [OH:34][CH2:33][CH2:35][NH:36][C:4]([C:6]1[C:7]2[S:14][CH:13]=[C:12]([CH2:15][O:16][C:17]3[CH:22]=[CH:21][CH:20]=[C:19]([NH:23][C:24](=[O:32])[C:25]4[CH:30]=[CH:29][CH:28]=[C:27]([Cl:31])[CH:26]=4)[CH:18]=3)[C:8]=2[CH:9]=[N:10][CH:11]=1)=[O:5]. (3) Given the reactants [Cl:1][C:2]1[C:7]([C:8]([NH2:10])=[O:9])=[C:6]([OH:11])[C:5]([NH:12][C:13]2[C:16](=[O:17])[C:15](=[O:18])[C:14]=2Cl)=[CH:4][CH:3]=1.[F:20][C:21]1[CH:27]=[CH:26][C:24]([NH2:25])=[CH:23][CH:22]=1, predict the reaction product. The product is: [Cl:1][C:2]1[C:7]([C:8]([NH2:10])=[O:9])=[C:6]([OH:11])[C:5]([NH:12][C:13]2[C:16](=[O:17])[C:15](=[O:18])[C:14]=2[NH:25][C:24]2[CH:26]=[CH:27][C:21]([F:20])=[CH:22][CH:23]=2)=[CH:4][CH:3]=1. (4) Given the reactants [C:1]1([C:7]2[CH:8]=[N:9][N:10]([C:12]3[N:17]=[CH:16][C:15]([NH:18][CH:19]([C:23]4[CH:33]=[CH:32][C:26]([C:27](OCC)=[O:28])=[CH:25][CH:24]=4)[CH2:20][CH2:21][CH3:22])=[CH:14][CH:13]=3)[CH:11]=2)[CH:6]=[CH:5][CH:4]=[CH:3][CH:2]=1.[CH3:34][NH:35][CH2:36][CH2:37][C:38]([O:40][C:41]([CH3:44])([CH3:43])[CH3:42])=[O:39], predict the reaction product. The product is: [CH3:34][N:35]([CH2:36][CH2:37][C:38]([O:40][C:41]([CH3:44])([CH3:43])[CH3:42])=[O:39])[C:27](=[O:28])[C:26]1[CH:32]=[CH:33][C:23]([CH:19]([NH:18][C:15]2[CH:16]=[N:17][C:12]([N:10]3[CH:11]=[C:7]([C:1]4[CH:6]=[CH:5][CH:4]=[CH:3][CH:2]=4)[CH:8]=[N:9]3)=[CH:13][CH:14]=2)[CH2:20][CH2:21][CH3:22])=[CH:24][CH:25]=1. (5) Given the reactants [OH:1][C:2]1[CH:23]=[CH:22][C:5]([C:6]([NH:8][C:9]2[CH:14]=[C:13]([C:15]3[N:16]([CH3:20])[CH:17]=[CH:18][N:19]=3)[CH:12]=[CH:11][C:10]=2[CH3:21])=[O:7])=[CH:4][CH:3]=1.Cl[CH2:25][C:26]1[CH:31]=[C:30]([O:32][CH2:33][CH3:34])[CH:29]=[CH:28][N:27]=1.C([O-])([O-])=O.[K+].[K+].O, predict the reaction product. The product is: [CH2:33]([O:32][C:30]1[CH:29]=[CH:28][N:27]=[C:26]([CH2:25][O:1][C:2]2[CH:23]=[CH:22][C:5]([C:6]([NH:8][C:9]3[CH:14]=[C:13]([C:15]4[N:16]([CH3:20])[CH:17]=[CH:18][N:19]=4)[CH:12]=[CH:11][C:10]=3[CH3:21])=[O:7])=[CH:4][CH:3]=2)[CH:31]=1)[CH3:34]. (6) Given the reactants [Si]([O:8][CH2:9][CH2:10][N:11]1[CH2:18][CH2:17][CH2:16][CH2:15][CH2:14][CH2:13][CH2:12]1)(C(C)(C)C)(C)C.CCCC[N+](CCCC)(CCCC)CCCC.[F-], predict the reaction product. The product is: [N:11]1([CH2:10][CH2:9][OH:8])[CH2:18][CH2:17][CH2:16][CH2:15][CH2:14][CH2:13][CH2:12]1. (7) Given the reactants [F:1][C:2]1[CH:3]=[C:4]([CH:7]=[CH:8][C:9]=1F)[CH:5]=[O:6].[F:11][C:12]([F:21])([F:20])[C:13]1[N:18]=[CH:17][C:16]([OH:19])=[CH:15][CH:14]=1.C(=O)([O-])[O-].[K+].[K+], predict the reaction product. The product is: [F:1][C:2]1[CH:3]=[C:4]([CH:7]=[CH:8][C:9]=1[O:19][C:16]1[CH:17]=[N:18][C:13]([C:12]([F:21])([F:11])[F:20])=[CH:14][CH:15]=1)[CH:5]=[O:6].